This data is from Catalyst prediction with 721,799 reactions and 888 catalyst types from USPTO. The task is: Predict which catalyst facilitates the given reaction. (1) Reactant: [Si:1]([O:8][CH2:9][C@H:10]1[CH2:15][CH2:14][O:13][C@@H:12]([C:16]2[CH:21]=[CH:20][N:19]=[CH:18][C:17]=2[N+:22]([O-])=O)[O:11]1)([C:4]([CH3:7])([CH3:6])[CH3:5])([CH3:3])[CH3:2]. Product: [Si:1]([O:8][CH2:9][C@H:10]1[CH2:15][CH2:14][O:13][C@@H:12]([C:16]2[CH:21]=[CH:20][N:19]=[CH:18][C:17]=2[NH2:22])[O:11]1)([C:4]([CH3:7])([CH3:5])[CH3:6])([CH3:2])[CH3:3]. The catalyst class is: 105. (2) Reactant: Cl.[Br:2][C:3]1[N:4]=[C:5]([CH2:11]Cl)[N:6]([CH2:9][CH3:10])[C:7]=1[CH3:8].C([O-])([O-])=O.[K+].[K+].[F:19][C:20]1[CH:25]=[CH:24][CH:23]=[C:22]([C:26]2[NH:27][CH:28]=[CH:29][N:30]=2)[N:21]=1.O. Product: [Br:2][C:3]1[N:4]=[C:5]([CH2:11][N:30]2[CH:29]=[CH:28][N:27]=[C:26]2[C:22]2[CH:23]=[CH:24][CH:25]=[C:20]([F:19])[N:21]=2)[N:6]([CH2:9][CH3:10])[C:7]=1[CH3:8]. The catalyst class is: 3. (3) The catalyst class is: 30. Product: [OH:3][CH2:4][CH2:5][N:6]1[CH2:7][CH2:8][CH:9]([C:12]([N:14]2[CH2:19][CH2:18][N:17]3[C:20](=[O:35])[O:21][C:22]([C:29]4[CH:30]=[CH:31][CH:32]=[CH:33][CH:34]=4)([C:23]4[CH:24]=[CH:25][CH:26]=[CH:27][CH:28]=4)[CH:16]3[CH2:15]2)=[O:13])[CH2:10][CH2:11]1. Reactant: C([O:3][C:4](=O)[CH2:5][N:6]1[CH2:11][CH2:10][CH:9]([C:12]([N:14]2[CH2:19][CH2:18][N:17]3[C:20](=[O:35])[O:21][C:22]([C:29]4[CH:34]=[CH:33][CH:32]=[CH:31][CH:30]=4)([C:23]4[CH:28]=[CH:27][CH:26]=[CH:25][CH:24]=4)[CH:16]3[CH2:15]2)=[O:13])[CH2:8][CH2:7]1)C.[H-].[Li+].[Al+3].[H-].[H-].[H-].C(OCC)(=O)C. (4) Product: [CH3:1][C:2]1[CH:7]=[CH:6][C:5]([C:10]([C:11]2[CH:16]=[CH:15][CH:14]=[CH:13][CH:12]=2)=[O:17])=[CH:4][CH:3]=1. The catalyst class is: 1. Reactant: [CH3:1][C:2]1[CH:7]=[CH:6][C:5]([Mg]Br)=[CH:4][CH:3]=1.[C:10](Cl)(=[O:17])[C:11]1[CH:16]=[CH:15][CH:14]=[CH:13][CH:12]=1. (5) Reactant: O=[C:2]1[C:10]2([C:14]3=[CH:15][C:16]4[O:20][CH2:19][O:18][C:17]=4[CH:21]=[C:13]3[O:12][CH2:11]2)[C:9]2[C:4](=[CH:5][CH:6]=[CH:7][CH:8]=2)[N:3]1[CH2:22][CH2:23][N:24]1C(=O)C2C(=CC=CC=2)C1=O.NN. Product: [NH2:24][CH2:23][CH2:22][N:3]1[C:4]2[C:9](=[CH:8][CH:7]=[CH:6][CH:5]=2)[C:10]2([C:14]3=[CH:15][C:16]4[O:20][CH2:19][O:18][C:17]=4[CH:21]=[C:13]3[O:12][CH2:11]2)[CH2:2]1. The catalyst class is: 5. (6) Reactant: [C:1]([O:5][C:6](=[O:31])[NH:7][C@@H:8]([CH:12]=[N:13][C:14]1[CH:19]=[C:18]([Cl:20])[CH:17]=[CH:16][C:15]=1[C:21](=[O:30])[NH:22][CH2:23][C:24]1[CH:29]=[CH:28][CH:27]=[CH:26][CH:25]=1)[CH:9]([CH3:11])[CH3:10])([CH3:4])([CH3:3])[CH3:2].COCOC.C[Si](N[Si](C)(C)C)(C)C. Product: [C:1]([O:5][C:6](=[O:31])[NH:7][C@@H:8]([C:12]1[N:22]([CH2:23][C:24]2[CH:25]=[CH:26][CH:27]=[CH:28][CH:29]=2)[C:21](=[O:30])[C:15]2[C:14](=[CH:19][C:18]([Cl:20])=[CH:17][CH:16]=2)[N:13]=1)[CH:9]([CH3:11])[CH3:10])([CH3:3])([CH3:4])[CH3:2]. The catalyst class is: 6.